The task is: Predict the reaction yield, written as a fraction of the theoretical maximum amount of product (1.0 means a 100% yield; for example, 0.34 means a 34% yield).. This data is from Reaction yield outcomes from USPTO patents with 853,638 reactions. (1) The reactants are [O:1]1[C:5]2[CH:6]=[CH:7][CH:8]=[CH:9][C:4]=2[CH:3]=[C:2]1[CH:10]=[O:11].[BH4-].[Na+].O. The catalyst is CO. The product is [O:1]1[C:5]2[CH:6]=[CH:7][CH:8]=[CH:9][C:4]=2[CH:3]=[C:2]1[CH2:10][OH:11]. The yield is 0.950. (2) The reactants are [NH2:1][C:2]1[S:3][C:4]([C:8]([NH:10][CH2:11][C:12]2[CH:17]=[CH:16][CH:15]=[CH:14][CH:13]=2)=[O:9])=[C:5]([CH3:7])[N:6]=1.C(N(CC)C(C)C)(C)C.Cl[CH2:28][CH2:29][N:30]=[C:31]=[O:32].C(=O)([O-])[O-].[K+].[K+]. The catalyst is O1CCCC1.[I-].C([N+](CCCC)(CCCC)CCCC)CCC.O1CCOCC1. The product is [CH2:11]([NH:10][C:8]([C:4]1[S:3][C:2]([N:1]2[CH2:28][CH2:29][NH:30][C:31]2=[O:32])=[N:6][C:5]=1[CH3:7])=[O:9])[C:12]1[CH:17]=[CH:16][CH:15]=[CH:14][CH:13]=1. The yield is 0.600. (3) The reactants are Cl.O1CCOCC1.[NH2:8][C:9](=[O:27])[CH2:10][CH:11]([NH:19]C(=O)OC(C)(C)C)[C:12]1[CH:17]=[CH:16][C:15]([Cl:18])=[CH:14][CH:13]=1. The catalyst is C(Cl)Cl. The product is [NH2:19][CH:11]([C:12]1[CH:13]=[CH:14][C:15]([Cl:18])=[CH:16][CH:17]=1)[CH2:10][C:9]([NH2:8])=[O:27]. The yield is 0.346. (4) The catalyst is O1CCOCC1.O. The reactants are [F:1][C:2]([C:12]1[CH:17]=[CH:16][C:15](I)=[CH:14][CH:13]=1)([CH3:11])[CH2:3][NH:4][S:5]([CH:8]([CH3:10])[CH3:9])(=[O:7])=[O:6].[NH2:19][C:20]1[CH:21]=[C:22](B(O)O)[CH:23]=[CH:24][CH:25]=1.C(=O)([O-])[O-].[K+].[K+].O. The product is [NH2:19][C:20]1[CH:25]=[C:24]([C:15]2[CH:16]=[CH:17][C:12]([C:2]([F:1])([CH3:11])[CH2:3][NH:4][S:5]([CH:8]([CH3:10])[CH3:9])(=[O:7])=[O:6])=[CH:13][CH:14]=2)[CH:23]=[CH:22][CH:21]=1. The yield is 0.900.